This data is from Catalyst prediction with 721,799 reactions and 888 catalyst types from USPTO. The task is: Predict which catalyst facilitates the given reaction. (1) Reactant: C(=O)([O-])[O-].[K+].[K+].[C:7]([CH:10]1[CH2:15][CH2:14][N:13]([C:16]([O:18][C:19]([CH3:22])([CH3:21])[CH3:20])=[O:17])[CH2:12][CH2:11]1)(=[NH:9])[NH2:8].[Cl:23][C:24]1[CH:42]=[CH:41][C:27]([O:28][CH:29]([C:35](=O)[C:36]([F:39])([F:38])[F:37])[C:30](OCC)=[O:31])=[CH:26][C:25]=1[C:43]([F:46])([F:45])[F:44]. Product: [Cl:23][C:24]1[CH:42]=[CH:41][C:27]([O:28][C:29]2[C:30](=[O:31])[NH:8][C:7]([CH:10]3[CH2:15][CH2:14][N:13]([C:16]([O:18][C:19]([CH3:22])([CH3:21])[CH3:20])=[O:17])[CH2:12][CH2:11]3)=[N:9][C:35]=2[C:36]([F:37])([F:39])[F:38])=[CH:26][C:25]=1[C:43]([F:44])([F:45])[F:46]. The catalyst class is: 12. (2) Reactant: [CH:1]([C@H:3]1[CH2:8][CH2:7][C@H:6]([NH:9][C:10](=[O:16])[O:11][C:12]([CH3:15])([CH3:14])[CH3:13])[CH2:5][CH2:4]1)=[CH2:2].C1C=C(Cl)C=C(C(OO)=[O:25])C=1. Product: [O:25]1[CH2:2][CH:1]1[C@H:3]1[CH2:4][CH2:5][C@H:6]([NH:9][C:10](=[O:16])[O:11][C:12]([CH3:15])([CH3:14])[CH3:13])[CH2:7][CH2:8]1. The catalyst class is: 4.